From a dataset of Peptide-MHC class I binding affinity with 185,985 pairs from IEDB/IMGT. Regression. Given a peptide amino acid sequence and an MHC pseudo amino acid sequence, predict their binding affinity value. This is MHC class I binding data. The peptide sequence is PELSPVLGL. The MHC is HLA-B40:01 with pseudo-sequence HLA-B40:01. The binding affinity (normalized) is 0.411.